Task: Predict the product of the given reaction.. Dataset: Forward reaction prediction with 1.9M reactions from USPTO patents (1976-2016) (1) The product is: [CH2:7]([N:6]([C:5]1[CH:15]=[CH:16][CH:2]=[CH:3][C:4]=1[CH:24]=[CH:25][CH:26]=[O:27])[CH2:11][CH2:12][CH2:13][CH3:14])[CH2:8][CH2:9][CH3:10]. Given the reactants Br[C:2]1[CH:16]=[CH:15][C:5]([N:6]([CH2:11][CH2:12][CH2:13][CH3:14])[CH2:7][CH2:8][CH2:9][CH3:10])=[CH:4][CH:3]=1.C([Li])(C)(C)C.CN(C)[CH:24]=[CH:25][CH:26]=[O:27], predict the reaction product. (2) Given the reactants [CH3:1][C:2]1[C:6]([CH2:7][O:8][C:9]2[CH:16]=[C:15]([O:17][CH3:18])[C:14]([C:19]3[S:20][CH:21]=[CH:22][CH:23]=3)=[CH:13][C:10]=2[CH:11]=O)=[C:5]([CH3:24])[O:4][N:3]=1.[C:25]([C:28]1[CH:36]=[CH:35][C:31]([C:32]([OH:34])=[O:33])=[CH:30][CH:29]=1)(=[O:27])[CH3:26], predict the reaction product. The product is: [CH3:1][C:2]1[C:6]([CH2:7][O:8][C:9]2[CH:16]=[C:15]([O:17][CH3:18])[C:14]([C:19]3[S:20][CH:21]=[CH:22][CH:23]=3)=[CH:13][C:10]=2/[CH:11]=[CH:26]/[C:25]([C:28]2[CH:36]=[CH:35][C:31]([C:32]([OH:34])=[O:33])=[CH:30][CH:29]=2)=[O:27])=[C:5]([CH3:24])[O:4][N:3]=1. (3) Given the reactants [CH3:1][C:2]1[CH:7]=[C:6]([O:8][CH2:9][CH2:10][CH:11]([C:15]2[S:16][C:17]3[CH:24]=[C:23]([C:25]([F:28])([F:27])[F:26])[CH:22]=[CH:21][C:18]=3[C:19]=2[CH3:20])[CH2:12][CH2:13][CH3:14])[CH:5]=[CH:4][C:3]=1[O:29][CH2:30][C:31]([O:33]CC)=[O:32].[OH-].[Na+], predict the reaction product. The product is: [CH3:1][C:2]1[CH:7]=[C:6]([O:8][CH2:9][CH2:10][CH:11]([C:15]2[S:16][C:17]3[CH:24]=[C:23]([C:25]([F:27])([F:28])[F:26])[CH:22]=[CH:21][C:18]=3[C:19]=2[CH3:20])[CH2:12][CH2:13][CH3:14])[CH:5]=[CH:4][C:3]=1[O:29][CH2:30][C:31]([OH:33])=[O:32]. (4) Given the reactants [C:1]([O:5][C:6](=[O:18])[CH2:7][N:8]1[C:16]2[C:11](=[CH:12][CH:13]=[C:14]([OH:17])[CH:15]=2)[CH:10]=[CH:9]1)([CH3:4])([CH3:3])[CH3:2].Cl[CH2:20][C:21]1[S:25][C:24]([C:26]2[CH:31]=[CH:30][C:29]([C:32]([F:35])([F:34])[F:33])=[C:28]([F:36])[C:27]=2[F:37])=[N:23][C:22]=1[CH3:38].C(=O)([O-])[O-].[Cs+].[Cs+].[I-].[K+], predict the reaction product. The product is: [C:1]([O:5][C:6](=[O:18])[CH2:7][N:8]1[C:16]2[C:11](=[CH:12][CH:13]=[C:14]([O:17][CH2:20][C:21]3[S:25][C:24]([C:26]4[CH:31]=[CH:30][C:29]([C:32]([F:34])([F:35])[F:33])=[C:28]([F:36])[C:27]=4[F:37])=[N:23][C:22]=3[CH3:38])[CH:15]=2)[CH:10]=[CH:9]1)([CH3:4])([CH3:2])[CH3:3]. (5) Given the reactants C[Si](C)(C)[O-].[K+].[Br:7][C:8]1[CH:13]=[CH:12][C:11]([C:14]([C:17]#[N:18])([CH3:16])[CH3:15])=[CH:10][CH:9]=1.[OH2:19], predict the reaction product. The product is: [NH2:18][C:17]([C:14]([C:11]1[CH:10]=[CH:9][C:8]([Br:7])=[CH:13][CH:12]=1)([CH3:16])[CH3:15])=[O:19]. (6) The product is: [F:8][C:6]1[CH:5]=[CH:4][C:3]([N+:9]([O-:11])=[O:10])=[C:2]([CH:12]=[CH2:13])[CH:7]=1. Given the reactants Br[C:2]1[CH:7]=[C:6]([F:8])[CH:5]=[CH:4][C:3]=1[N+:9]([O-:11])=[O:10].[CH2:12]([Sn](CCCC)(CCCC)C=C)[CH2:13]CC, predict the reaction product.